Dataset: Forward reaction prediction with 1.9M reactions from USPTO patents (1976-2016). Task: Predict the product of the given reaction. (1) Given the reactants CN(C)C=O.CS([O:10][CH2:11][CH2:12][CH2:13][CH2:14][C:15]([CH3:19])=[C:16]([F:18])[F:17])(=O)=O.[Cl:20][C:21]1[C:25]([CH2:26][CH3:27])=[N:24][N:23]([CH3:28])[C:22]=1[C:29](O)=[O:30].C(=O)([O-])O.[Na+], predict the reaction product. The product is: [Cl:20][C:21]1[C:25]([CH2:26][CH3:27])=[N:24][N:23]([CH3:28])[C:22]=1[C:29]([O:10][CH2:11][CH2:12][CH2:13][CH2:14][C:15]([CH3:19])=[C:16]([F:18])[F:17])=[O:30]. (2) Given the reactants [CH2:1](O)[CH3:2].C1(P(C2C=CC=CC=2)C2C=CC=CC=2)C=CC=CC=1.[C:23]([O:26][C:27]1[CH:28]=[C:29]([C:33]2[O:37][CH2:36][C:35]([CH3:39])([CH3:38])[C:34]=2[C:40]([CH3:57])([CH3:56])[CH2:41][O:42][CH2:43][CH2:44][CH2:45][CH2:46][CH2:47][CH2:48][CH2:49][CH2:50][CH2:51][CH2:52][C:53]([OH:55])=[O:54])[CH:30]=[CH:31][CH:32]=1)(=[O:25])[CH3:24].N(C(OCC)=O)=NC(OCC)=O.Cl, predict the reaction product. The product is: [C:23]([O:26][C:27]1[CH:28]=[C:29]([C:33]2[O:37][CH2:36][C:35]([CH3:39])([CH3:38])[C:34]=2[C:40]([CH3:57])([CH3:56])[CH2:41][O:42][CH2:43][CH2:44][CH2:45][CH2:46][CH2:47][CH2:48][CH2:49][CH2:50][CH2:51][CH2:52][C:53]([O:55][CH2:1][CH3:2])=[O:54])[CH:30]=[CH:31][CH:32]=1)(=[O:25])[CH3:24].